This data is from Catalyst prediction with 721,799 reactions and 888 catalyst types from USPTO. The task is: Predict which catalyst facilitates the given reaction. (1) Product: [Cl:30][CH2:31][C:32]([NH:28][C:24]1[CH:23]=[CH:22][CH:21]=[C:20]2[C:25]=1[C:26](=[O:27])[N:18]([CH:12]([C:6]1[CH:7]=[CH:8][C:9]([O:10][CH3:11])=[C:4]([O:3][CH2:1][CH3:2])[CH:5]=1)[CH2:13][S:14]([CH3:17])(=[O:16])=[O:15])[C:19]2=[O:29])=[O:33]. Reactant: [CH2:1]([O:3][C:4]1[CH:5]=[C:6]([CH:12]([N:18]2[C:26](=[O:27])[C:25]3[C:20](=[CH:21][CH:22]=[CH:23][C:24]=3[NH2:28])[C:19]2=[O:29])[CH2:13][S:14]([CH3:17])(=[O:16])=[O:15])[CH:7]=[CH:8][C:9]=1[O:10][CH3:11])[CH3:2].[Cl:30][CH2:31][C:32](Cl)=[O:33]. The catalyst class is: 28. (2) Reactant: [CH3:1][C:2]1[CH:7]=[CH:6][CH:5]=[C:4]([OH:8])[C:3]=1[OH:9].O=P12OP3(OP(OP(O3)(O1)=O)(=O)O2)=O.[CH3:24][C:25](=O)[CH2:26][CH3:27]. Product: [CH2:25]([C:26]1([CH3:27])[O:8][C:4]2[CH:5]=[CH:6][CH:7]=[C:2]([CH3:1])[C:3]=2[O:9]1)[CH3:24]. The catalyst class is: 11. (3) Reactant: [CH3:1][CH:2]([CH3:13])[C:3]([NH:5][CH2:6][C:7]1[CH:12]=[N:11][CH:10]=[CH:9][N:8]=1)=O.CN(C=O)C. Product: [CH:2]([C:3]1[N:8]2[CH:9]=[CH:10][N:11]=[CH:12][C:7]2=[CH:6][N:5]=1)([CH3:13])[CH3:1]. The catalyst class is: 265.